Dataset: Forward reaction prediction with 1.9M reactions from USPTO patents (1976-2016). Task: Predict the product of the given reaction. Given the reactants [C:1]([C:3]1[CH:4]=[N:5][C:6]([N:9]2[CH2:14][CH2:13][CH2:12][CH2:11][CH2:10]2)=[N:7][CH:8]=1)#[CH:2].I[C:16]1[CH:17]=[C:18]([CH:21]=[CH:22][CH:23]=1)[C:19]#[N:20].C(N(CC)CC)C, predict the reaction product. The product is: [N:9]1([C:6]2[N:7]=[CH:8][C:3]([C:1]#[C:2][C:16]3[CH:17]=[C:18]([CH:21]=[CH:22][CH:23]=3)[C:19]#[N:20])=[CH:4][N:5]=2)[CH2:14][CH2:13][CH2:12][CH2:11][CH2:10]1.